Dataset: Reaction yield outcomes from USPTO patents with 853,638 reactions. Task: Predict the reaction yield, written as a fraction of the theoretical maximum amount of product (1.0 means a 100% yield; for example, 0.34 means a 34% yield). (1) The reactants are [Cl:1][C:2]1[CH:7]=[CH:6][C:5]([CH2:8][C:9]([OH:11])=[O:10])=[CH:4][CH:3]=1.[CH3:12]O. The catalyst is OS(O)(=O)=O. The product is [Cl:1][C:2]1[CH:3]=[CH:4][C:5]([CH2:8][C:9]([O:11][CH3:12])=[O:10])=[CH:6][CH:7]=1. The yield is 0.920. (2) The reactants are [CH2:1]([O:8][CH2:9][C@H:10]([OH:48])[CH2:11][NH:12][CH2:13][C@@H:14]1[C@H:17]([NH:18][C:19](=[O:46])/[C:20](=[N:34]\[O:35][C:36]([CH3:45])([CH3:44])[C:37]([O:39][C:40]([CH3:43])([CH3:42])[CH3:41])=[O:38])/[C:21]2[N:22]=[C:23]([NH:26][C:27]([O:29][C:30]([CH3:33])([CH3:32])[CH3:31])=[O:28])[S:24][CH:25]=2)[C:16](=[O:47])[NH:15]1)[C:2]1[CH:7]=[CH:6][CH:5]=[CH:4][CH:3]=1.C1N=CN([C:54](N2C=NC=C2)=[O:55])C=1. The catalyst is C(Cl)Cl. The product is [CH2:1]([O:8][CH2:9][C@@H:10]1[O:48][C:54](=[O:55])[N:12]([CH2:13][C@@H:14]2[C@H:17]([NH:18][C:19](=[O:46])/[C:20](=[N:34]\[O:35][C:36]([CH3:45])([CH3:44])[C:37]([O:39][C:40]([CH3:43])([CH3:42])[CH3:41])=[O:38])/[C:21]3[N:22]=[C:23]([NH:26][C:27]([O:29][C:30]([CH3:33])([CH3:32])[CH3:31])=[O:28])[S:24][CH:25]=3)[C:16](=[O:47])[NH:15]2)[CH2:11]1)[C:2]1[CH:3]=[CH:4][CH:5]=[CH:6][CH:7]=1. The yield is 0.580. (3) The reactants are S.[Cl:2][C:3]1[CH:4]=[C:5]([CH2:10][C:11]#[N:12])[CH:6]=[CH:7][C:8]=1[Cl:9].C(N(CC)CC)C.C(N)(=[S:22])C. The catalyst is C(O)C. The product is [Cl:2][C:3]1[CH:4]=[C:5]([CH2:10][C:11]([NH2:12])=[S:22])[CH:6]=[CH:7][C:8]=1[Cl:9]. The yield is 0.550. (4) The reactants are C(OC([C@H:8]1[NH:13][C:12]([CH3:18])([C:14]([NH:16][NH2:17])=[O:15])[CH2:11][C:10](=[O:19])[N:9]1[CH3:20])=O)(C)(C)C.CC[N:23](CC)CC.[C:28]([C:30]1[CH:31]=[C:32]([CH:36]=[CH:37][CH:38]=1)[C:33](Cl)=O)#[N:29].S(Cl)(C1C=CC(C)=CC=1)(=O)=O. The catalyst is C(Cl)Cl.CN(C1C=CN=CC=1)C. The product is [NH:23]=[C:8]1[NH:13][C@@:12]([C:14]2[O:15][C:33]([C:32]3[CH:31]=[C:30]([CH:38]=[CH:37][CH:36]=3)[C:28]#[N:29])=[N:17][N:16]=2)([CH3:18])[CH2:11][C:10](=[O:19])[N:9]1[CH3:20]. The yield is 0.120. (5) The reactants are [N:1]([CH2:4][CH2:5][CH2:6][C@:7]1([C:42]2[CH:47]=[CH:46][CH:45]=[CH:44][CH:43]=2)[N:11]([C:12](=[O:33])[C@@H:13]([O:15][Si](C(C)(C)C)(C2C=CC=CC=2)C2C=CC=CC=2)[CH3:14])[N:10]=[C:9]([C:34]2[CH:39]=[C:38]([F:40])[CH:37]=[CH:36][C:35]=2[F:41])[S:8]1)=[N+:2]=[N-:3].CCCC[N+](CCCC)(CCCC)CCCC.[F-].C([O-])(O)=O.[Na+]. The catalyst is C1COCC1. The product is [N:1]([CH2:4][CH2:5][CH2:6][C@:7]1([C:42]2[CH:47]=[CH:46][CH:45]=[CH:44][CH:43]=2)[N:11]([C:12](=[O:33])[C@@H:13]([OH:15])[CH3:14])[N:10]=[C:9]([C:34]2[CH:39]=[C:38]([F:40])[CH:37]=[CH:36][C:35]=2[F:41])[S:8]1)=[N+:2]=[N-:3]. The yield is 0.530. (6) The reactants are [NH:1]1[CH2:5][CH2:4][CH:3]([CH:6]([N:10]2[CH:14]=[C:13]([C:15]3[C:16]4[CH:23]=[CH:22][N:21]([CH2:24][O:25][CH2:26][CH2:27][Si:28]([CH3:31])([CH3:30])[CH3:29])[C:17]=4[N:18]=[CH:19][N:20]=3)[CH:12]=[N:11]2)[CH2:7][C:8]#[N:9])[CH2:2]1.[Cl:32][C:33]1[CH:38]=[CH:37][CH:36]=[C:35](Cl)[N:34]=1.C(N(CC)C(C)C)(C)C. The catalyst is CN1C(=O)CCC1. The product is [Cl:32][C:33]1[N:34]=[C:35]([N:1]2[CH2:5][CH2:4][CH:3]([CH:6]([N:10]3[CH:14]=[C:13]([C:15]4[C:16]5[CH:23]=[CH:22][N:21]([CH2:24][O:25][CH2:26][CH2:27][Si:28]([CH3:30])([CH3:29])[CH3:31])[C:17]=5[N:18]=[CH:19][N:20]=4)[CH:12]=[N:11]3)[CH2:7][C:8]#[N:9])[CH2:2]2)[CH:36]=[CH:37][CH:38]=1. The yield is 0.180. (7) The reactants are Br[C:2]1[CH:7]=[CH:6][C:5]([C:8]([F:11])([F:10])[F:9])=[CH:4][C:3]=1[S:12]([N:15]1[CH2:25][CH2:24][CH2:23][C:17]2([C:21](=[O:22])[NH:20][CH2:19][CH2:18]2)[CH2:16]1)(=[O:14])=[O:13].[C:26](=O)([O-])[O-].[K+].[K+].CB1OB(C)OB(C)O1. The catalyst is O1CCOCC1.C1C=CC([P]([Pd]([P](C2C=CC=CC=2)(C2C=CC=CC=2)C2C=CC=CC=2)([P](C2C=CC=CC=2)(C2C=CC=CC=2)C2C=CC=CC=2)[P](C2C=CC=CC=2)(C2C=CC=CC=2)C2C=CC=CC=2)(C2C=CC=CC=2)C2C=CC=CC=2)=CC=1. The product is [CH3:26][C:2]1[CH:7]=[CH:6][C:5]([C:8]([F:11])([F:10])[F:9])=[CH:4][C:3]=1[S:12]([N:15]1[CH2:25][CH2:24][CH2:23][C:17]2([C:21](=[O:22])[NH:20][CH2:19][CH2:18]2)[CH2:16]1)(=[O:14])=[O:13]. The yield is 0.310. (8) The catalyst is C(OCC)(=O)C. The product is [CH3:50][C@@:26]1([CH2:27][N:28]2[CH2:29][CH2:30][N:31]([C:34]([O:36][CH2:37][CH:38]=[CH:39][C:40]3[CH:45]=[CH:44][C:43]([C:46]([F:47])([F:49])[F:48])=[CH:42][CH:41]=3)=[O:35])[CH2:32][CH2:33]2)[O:51][C:17]2=[N:21][C:20]([N+:22]([O-:24])=[O:23])=[CH:19][N:18]2[CH2:25]1. The reactants are CN(C)C=O.ClC1C=CC=C([N+]([O-])=O)C=1S[C:17]1[N:18]([CH2:25][C@:26]([OH:51])([CH3:50])[CH2:27][N:28]2[CH2:33][CH2:32][N:31]([C:34]([O:36][CH2:37][CH:38]=[CH:39][C:40]3[CH:45]=[CH:44][C:43]([C:46]([F:49])([F:48])[F:47])=[CH:42][CH:41]=3)=[O:35])[CH2:30][CH2:29]2)[CH:19]=[C:20]([N+:22]([O-:24])=[O:23])[N:21]=1.CC(C)([O-])C.[Na+].O. The yield is 0.510. (9) The reactants are [CH3:1][O:2][C:3](=[O:24])[CH2:4][CH2:5][C:6]1[CH:11]=[CH:10][C:9]([O:12][C:13]2[CH:18]=[C:17]([F:19])[CH:16]=[C:15]([CH:20]([NH2:22])[CH3:21])[CH:14]=2)=[CH:8][C:7]=1[CH3:23].[CH3:25][C:26]1[CH:34]=[C:33]([C:35]([F:38])([F:37])[F:36])[CH:32]=[CH:31][C:27]=1[C:28](O)=[O:29]. The yield is 0.500. The product is [CH3:1][O:2][C:3](=[O:24])[CH2:4][CH2:5][C:6]1[CH:11]=[CH:10][C:9]([O:12][C:13]2[CH:14]=[C:15]([C@H:20]([NH:22][C:28](=[O:29])[C:27]3[CH:31]=[CH:32][C:33]([C:35]([F:36])([F:37])[F:38])=[CH:34][C:26]=3[CH3:25])[CH3:21])[CH:16]=[C:17]([F:19])[CH:18]=2)=[CH:8][C:7]=1[CH3:23]. No catalyst specified. (10) The reactants are F[C:2]1[CH:3]=[C:4]([CH:10]=[C:11]([N+:13]([O-:15])=[O:14])[CH:12]=1)[C:5]([O:7][CH2:8][CH3:9])=[O:6].[NH:16]1[CH2:21][CH2:20][O:19][CH2:18][CH2:17]1. The catalyst is CS(C)=O.O. The product is [N:16]1([C:2]2[CH:3]=[C:4]([CH:10]=[C:11]([N+:13]([O-:15])=[O:14])[CH:12]=2)[C:5]([O:7][CH2:8][CH3:9])=[O:6])[CH2:21][CH2:20][O:19][CH2:18][CH2:17]1. The yield is 0.730.